This data is from Catalyst prediction with 721,799 reactions and 888 catalyst types from USPTO. The task is: Predict which catalyst facilitates the given reaction. Reactant: [NH2:1][C:2]1[C:10]([O:11][CH3:12])=[C:9]2[C:5]([CH2:6][CH2:7][C:8]2=[CH:13][CH2:14][NH:15][C:16](=[O:18])[CH3:17])=[CH:4][CH:3]=1. Product: [NH2:1][C:2]1[C:10]([O:11][CH3:12])=[C:9]2[C:5]([CH2:6][CH2:7][CH:8]2[CH2:13][CH2:14][NH:15][C:16](=[O:18])[CH3:17])=[CH:4][CH:3]=1. The catalyst class is: 129.